This data is from Peptide-MHC class II binding affinity with 134,281 pairs from IEDB. The task is: Regression. Given a peptide amino acid sequence and an MHC pseudo amino acid sequence, predict their binding affinity value. This is MHC class II binding data. (1) The peptide sequence is VKGDPVGILYAVFKA. The MHC is DRB1_1302 with pseudo-sequence DRB1_1302. The binding affinity (normalized) is 0.339. (2) The peptide sequence is RLTYQWHKEGSSIGK. The MHC is HLA-DQA10501-DQB10303 with pseudo-sequence HLA-DQA10501-DQB10303. The binding affinity (normalized) is 0.266. (3) The peptide sequence is ANGYFSGHVIPACKN. The MHC is DRB1_0802 with pseudo-sequence DRB1_0802. The binding affinity (normalized) is 0.183. (4) The peptide sequence is AAVGATPEAKFDSFV. The MHC is DRB1_1602 with pseudo-sequence DRB1_1602. The binding affinity (normalized) is 0.223.